The task is: Predict the product of the given reaction.. This data is from Forward reaction prediction with 1.9M reactions from USPTO patents (1976-2016). (1) Given the reactants [N:1]1[NH:2][N:3]=[N:4][C:5]=1[C:6]1[CH:7]=[N:8][C:9]([C:12]2[N:13]=[N:14][N:15]([CH2:17][C:18]3[CH:23]=[C:22]([Cl:24])[C:21]([Cl:25])=[C:20]([Cl:26])[CH:19]=3)[CH:16]=2)=[N:10][CH:11]=1.Br[CH2:28][C:29]([O:31][CH2:32][CH3:33])=[O:30].C(N(CC)CC)C, predict the reaction product. The product is: [CH2:32]([O:31][C:29](=[O:30])[CH2:28][N:3]1[N:2]=[N:1][C:5]([C:6]2[CH:7]=[N:8][C:9]([C:12]3[N:13]=[N:14][N:15]([CH2:17][C:18]4[CH:19]=[C:20]([Cl:26])[C:21]([Cl:25])=[C:22]([Cl:24])[CH:23]=4)[CH:16]=3)=[N:10][CH:11]=2)=[N:4]1)[CH3:33]. (2) Given the reactants [F:1][C:2]1[CH:3]=[CH:4][C:5]([O:10][CH3:11])=[C:6]([CH2:8]O)[CH:7]=1.O=S(Cl)[Cl:14], predict the reaction product. The product is: [F:1][C:2]1[CH:3]=[CH:4][C:5]([O:10][CH3:11])=[C:6]([CH:7]=1)[CH2:8][Cl:14]. (3) Given the reactants [CH:1]1([C:4]2[CH:5]=[N:6][CH:7]=[CH:8][CH:9]=2)[CH2:3][CH2:2]1.[OH:10]O, predict the reaction product. The product is: [CH:1]1([C:4]2[CH:5]=[N+:6]([O-:10])[CH:7]=[CH:8][CH:9]=2)[CH2:3][CH2:2]1.